This data is from TCR-epitope binding with 47,182 pairs between 192 epitopes and 23,139 TCRs. The task is: Binary Classification. Given a T-cell receptor sequence (or CDR3 region) and an epitope sequence, predict whether binding occurs between them. (1) The epitope is PROT_97E67BCC. The TCR CDR3 sequence is CSATQGWLTGELFF. Result: 0 (the TCR does not bind to the epitope). (2) The TCR CDR3 sequence is CASSQGGQGAPYEQYF. The epitope is KMKDLSPRW. Result: 0 (the TCR does not bind to the epitope). (3) The epitope is FLPRVFSAV. The TCR CDR3 sequence is CASSLDSTGIITPPYEQYF. Result: 1 (the TCR binds to the epitope). (4) The epitope is YLQPRTFLL. The TCR CDR3 sequence is CASSEGTSGEQYF. Result: 1 (the TCR binds to the epitope).